Predict the product of the given reaction. From a dataset of Forward reaction prediction with 1.9M reactions from USPTO patents (1976-2016). Given the reactants [CH:1]1([N:4]([CH2:29][C:30]2[CH:35]=[C:34]([CH2:36][CH2:37][CH2:38][O:39][CH3:40])[CH:33]=[C:32]([O:41][CH2:42][CH2:43][O:44][CH3:45])[CH:31]=2)[C:5]([C@@H:7]2[C@:12]([C:14]3[CH:19]=[CH:18][C:17]([F:20])=[C:16]([F:21])[CH:15]=3)([OH:13])[CH2:11][CH2:10][N:9]([C:22]([O:24][C:25]([CH3:28])([CH3:27])[CH3:26])=[O:23])[CH2:8]2)=[O:6])[CH2:3][CH2:2]1.[H-].[Na+].[CH2:48](Br)[CH:49]=[CH2:50], predict the reaction product. The product is: [CH2:50]([O:13][C@:12]1([C:14]2[CH:19]=[CH:18][C:17]([F:20])=[C:16]([F:21])[CH:15]=2)[CH2:11][CH2:10][N:9]([C:22]([O:24][C:25]([CH3:28])([CH3:27])[CH3:26])=[O:23])[CH2:8][C@@H:7]1[C:5]([N:4]([CH:1]1[CH2:3][CH2:2]1)[CH2:29][C:30]1[CH:35]=[C:34]([CH2:36][CH2:37][CH2:38][O:39][CH3:40])[CH:33]=[C:32]([O:41][CH2:42][CH2:43][O:44][CH3:45])[CH:31]=1)=[O:6])[CH:49]=[CH2:48].